Task: Predict which catalyst facilitates the given reaction.. Dataset: Catalyst prediction with 721,799 reactions and 888 catalyst types from USPTO (1) Reactant: Cl.[NH2:2][CH2:3][C:4]1[CH:12]=[CH:11][CH:10]=[C:9]2[C:5]=1[CH2:6][N:7]([CH:14]1[CH2:19][CH2:18][C:17](=[O:20])[NH:16][C:15]1=[O:21])[C:8]2=[O:13].C(N(CC)CC)C.[CH3:29][O:30][C:31]1[CH:36]=[CH:35][CH:34]=[CH:33][C:32]=1[N:37]=[C:38]=[O:39]. Product: [O:21]=[C:15]1[CH:14]([N:7]2[CH2:6][C:5]3[C:9](=[CH:10][CH:11]=[CH:12][C:4]=3[CH2:3][NH:2][C:38]([NH:37][C:32]3[CH:33]=[CH:34][CH:35]=[CH:36][C:31]=3[O:30][CH3:29])=[O:39])[C:8]2=[O:13])[CH2:19][CH2:18][C:17](=[O:20])[NH:16]1. The catalyst class is: 1. (2) Reactant: [OH:1][C:2]1[C:3]([C:24]([NH:26][CH2:27][C:28]([O:30]CC)=[O:29])=[O:25])=[C:4]2[C:9](=[CH:10][C:11]=1[C:12]1[CH:17]=[CH:16][CH:15]=[CH:14][N:13]=1)[N:8]=[C:7]([C:18]1[CH:23]=[CH:22][CH:21]=[CH:20][CH:19]=1)[CH:6]=[N:5]2.[OH-].[Na+]. Product: [OH:1][C:2]1[C:3]([C:24]([NH:26][CH2:27][C:28]([OH:30])=[O:29])=[O:25])=[C:4]2[C:9](=[CH:10][C:11]=1[C:12]1[CH:17]=[CH:16][CH:15]=[CH:14][N:13]=1)[N:8]=[C:7]([C:18]1[CH:23]=[CH:22][CH:21]=[CH:20][CH:19]=1)[CH:6]=[N:5]2. The catalyst class is: 8. (3) Reactant: Cl[CH2:2][C:3]1[CH:8]=[CH:7][C:6]([C:9]2[S:17][C:16]3[C:11](=[N:12][CH:13]=[CH:14][C:15]=3[O:18][C:19]3[CH:24]=[CH:23][C:22]([N+:25]([O-:27])=[O:26])=[CH:21][C:20]=3[F:28])[CH:10]=2)=[CH:5][CH:4]=1.[NH:29]1[CH2:33][CH2:32][CH2:31][CH2:30]1. Product: [F:28][C:20]1[CH:21]=[C:22]([N+:25]([O-:27])=[O:26])[CH:23]=[CH:24][C:19]=1[O:18][C:15]1[CH:14]=[CH:13][N:12]=[C:11]2[CH:10]=[C:9]([C:6]3[CH:5]=[CH:4][C:3]([CH2:2][N:29]4[CH2:33][CH2:32][CH2:31][CH2:30]4)=[CH:8][CH:7]=3)[S:17][C:16]=12. The catalyst class is: 41.